Task: Predict the product of the given reaction.. Dataset: Forward reaction prediction with 1.9M reactions from USPTO patents (1976-2016) (1) The product is: [CH3:31][N:7]([CH3:6])[C:8]([C@H:10]([NH:12][C:13]([C:15]1[C:19]([Br:20])=[C:18]([NH:21][C:22](=[O:30])[C:23]2[CH:28]=[CH:27][CH:26]=[CH:25][C:24]=2[Cl:29])[NH:17][N:16]=1)=[O:14])[CH2:11][CH3:3])=[O:9]. Given the reactants N1C=C[CH:3]=N1.[CH3:6][N:7]([CH3:31])[C:8]([C@H:10]([NH:12][C:13]([C:15]1[C:19]([Br:20])=[C:18]([NH:21][C:22](=[O:30])[C:23]2[CH:28]=[CH:27][CH:26]=[CH:25][C:24]=2[Cl:29])[NH:17][N:16]=1)=[O:14])[CH3:11])=[O:9], predict the reaction product. (2) Given the reactants Br[CH2:2][CH2:3][CH2:4][CH2:5][CH2:6]Br.[NH2:8][C@H:9]([C:11]([NH2:13])=[O:12])[CH3:10].[C:14](=O)([O-])[O-].[K+].[K+].Cl, predict the reaction product. The product is: [N:8]1([C@@H:9]([CH3:10])[C:11]([NH2:13])=[O:12])[CH2:14][CH2:6][CH2:5][CH2:4][CH2:3][CH2:2]1. (3) Given the reactants [Cl:1][C:2]1[N:10]=[C:9]2[C:5]([N:6]=[CH:7][N:8]2[C@@H:11]2[CH2:15][C@H:14]([NH:16]C(=O)[O-])[C@@H:13]([OH:20])[C@H:12]2[OH:21])=[C:4]([NH:22][CH:23]2[CH2:27][CH2:26][CH2:25][CH2:24]2)[N:3]=1.[NH:28]1[CH:32]=[C:31]([C:33]([NH2:35])=[O:34])[CH:30]=[N:29]1.C(=O)([O-])[O-].[K+].[K+], predict the reaction product. The product is: [ClH:1].[NH2:16][C@H:14]1[CH2:15][C@@H:11]([N:8]2[CH:7]=[N:6][C:5]3[C:9]2=[N:10][C:2]([N:28]2[CH:32]=[C:31]([C:33]([NH2:35])=[O:34])[CH:30]=[N:29]2)=[N:3][C:4]=3[NH:22][CH:23]2[CH2:27][CH2:26][CH2:25][CH2:24]2)[C@H:12]([OH:21])[C@@H:13]1[OH:20]. (4) Given the reactants [NH2:1][C:2]1[C:7]([N+:8]([O-])=O)=[C:6]([NH:11][C@@H:12]2[C@@H:17]3[CH2:18][C@@H:14]([CH:15]=[CH:16]3)[C@@H:13]2[C:19]([NH2:21])=[O:20])[C:5]([Cl:22])=[CH:4][N:3]=1, predict the reaction product. The product is: [NH2:1][C:2]1[C:7]([NH2:8])=[C:6]([NH:11][C@@H:12]2[C@@H:17]3[CH2:18][C@@H:14]([CH:15]=[CH:16]3)[C@@H:13]2[C:19]([NH2:21])=[O:20])[C:5]([Cl:22])=[CH:4][N:3]=1. (5) The product is: [CH3:9][C:6]1[CH:7]=[CH:8][C:3]([OH:2])=[C:4]([CH:10]2[CH2:15][C:14]([CH3:17])([CH3:16])[CH2:13][C:12]([CH3:19])([CH3:18])[CH2:11]2)[CH:5]=1. Given the reactants C[O:2][C:3]1[CH:8]=[CH:7][C:6]([CH3:9])=[CH:5][C:4]=1[CH:10]1[CH2:15][C:14]([CH3:17])([CH3:16])[CH2:13][C:12]([CH3:19])([CH3:18])[CH2:11]1.Br.C(=O)([O-])O.[Na+].C(OCC)(=O)C, predict the reaction product. (6) Given the reactants [F:1][C:2]([F:38])([F:37])[C:3]1[CH:4]=[C:5]([C@H:13]2[O:17][C:16](=[O:18])[N:15]([CH2:19][C:20]3[CH:25]=[C:24]([O:26][C:27]([F:30])([F:29])[F:28])[CH:23]=[CH:22][C:21]=3[NH:31][CH2:32][CH:33]([CH3:35])[CH3:34])[C@H:14]2[CH3:36])[CH:6]=[C:7]([C:9]([F:12])([F:11])[F:10])[CH:8]=1.Cl[C:40]([O:42][CH3:43])=[O:41].C(N(C(C)C)C(C)C)C, predict the reaction product. The product is: [F:38][C:2]([F:1])([F:37])[C:3]1[CH:4]=[C:5]([C@H:13]2[O:17][C:16](=[O:18])[N:15]([CH2:19][C:20]3[CH:25]=[C:24]([O:26][C:27]([F:28])([F:29])[F:30])[CH:23]=[CH:22][C:21]=3[N:31]([CH2:32][CH:33]([CH3:34])[CH3:35])[C:40](=[O:41])[O:42][CH3:43])[C@H:14]2[CH3:36])[CH:6]=[C:7]([C:9]([F:11])([F:10])[F:12])[CH:8]=1.